This data is from CYP2C19 inhibition data for predicting drug metabolism from PubChem BioAssay. The task is: Regression/Classification. Given a drug SMILES string, predict its absorption, distribution, metabolism, or excretion properties. Task type varies by dataset: regression for continuous measurements (e.g., permeability, clearance, half-life) or binary classification for categorical outcomes (e.g., BBB penetration, CYP inhibition). Dataset: cyp2c19_veith. (1) The drug is CCOC(=O)c1nc2sc(C)c(C)c2c(=O)[nH]1. The result is 1 (inhibitor). (2) The molecule is COc1ccccc1CCn1c(=O)c(-c2ccccc2)nc2cncnc21. The result is 1 (inhibitor). (3) The result is 1 (inhibitor). The drug is CN(C)S(=O)(=O)Oc1ccccc1C(=O)Nc1cccc(C(F)(F)F)c1. (4) The result is 1 (inhibitor). The drug is Cc1ncc(CSc2ccccc2N)c(CO)c1O.